From a dataset of Peptide-MHC class I binding affinity with 185,985 pairs from IEDB/IMGT. Regression. Given a peptide amino acid sequence and an MHC pseudo amino acid sequence, predict their binding affinity value. This is MHC class I binding data. (1) The peptide sequence is MRYFIGQPL. The MHC is HLA-A68:23 with pseudo-sequence HLA-A68:23. The binding affinity (normalized) is 0.483. (2) The peptide sequence is RLITVYVQA. The MHC is HLA-B40:01 with pseudo-sequence HLA-B40:01. The binding affinity (normalized) is 0.0847. (3) The peptide sequence is LDISEATQV. The MHC is HLA-A02:01 with pseudo-sequence HLA-A02:01. The binding affinity (normalized) is 0. (4) The peptide sequence is VIGVGMGLY. The MHC is HLA-A02:12 with pseudo-sequence HLA-A02:12. The binding affinity (normalized) is 0.0847. (5) The peptide sequence is YSQIGAGVY. The MHC is HLA-A30:02 with pseudo-sequence HLA-A30:02. The binding affinity (normalized) is 0.934. (6) The peptide sequence is VLLISDPGL. The MHC is HLA-A68:02 with pseudo-sequence HLA-A68:02. The binding affinity (normalized) is 0.0847.